From a dataset of Full USPTO retrosynthesis dataset with 1.9M reactions from patents (1976-2016). Predict the reactants needed to synthesize the given product. Given the product [CH2:44]([N:33]([CH2:31][CH3:32])[CH2:34][CH2:35][O:36][C:37]1[CH:38]=[C:39]([NH:43][C:3]2[N:8]=[C:7]([C:9]3[S:13][CH:12]=[N:11][C:10]=3[C:14]3[CH:15]=[C:16]([NH:20][C:21](=[O:30])[C:22]4[CH:27]=[C:26]([F:28])[CH:25]=[CH:24][C:23]=4[F:29])[CH:17]=[CH:18][CH:19]=3)[CH:6]=[CH:5][N:4]=2)[CH:40]=[CH:41][CH:42]=1)[CH3:45], predict the reactants needed to synthesize it. The reactants are: [Cl-].Cl[C:3]1[N:8]=[C:7]([C:9]2[S:13][CH:12]=[N:11][C:10]=2[C:14]2[CH:15]=[C:16]([NH:20][C:21](=[O:30])[C:22]3[CH:27]=[C:26]([F:28])[CH:25]=[CH:24][C:23]=3[F:29])[CH:17]=[CH:18][CH:19]=2)[CH:6]=[CH:5][N:4]=1.[CH2:31]([N:33]([CH2:44][CH3:45])[CH2:34][CH2:35][O:36][C:37]1[CH:38]=[C:39]([NH2:43])[CH:40]=[CH:41][CH:42]=1)[CH3:32].